From a dataset of Full USPTO retrosynthesis dataset with 1.9M reactions from patents (1976-2016). Predict the reactants needed to synthesize the given product. Given the product [CH2:16]([NH:23][C:24]1([CH:28]([C:9]([O:11][C:12]([CH3:13])([CH3:14])[CH3:15])=[O:10])[CH2:29][NH2:30])[CH2:27][CH2:26][CH2:25]1)[C:17]1[CH:22]=[CH:21][CH:20]=[CH:19][CH:18]=1, predict the reactants needed to synthesize it. The reactants are: [CH3:13][C:12]([O:11][C:9](O[C:9]([O:11][C:12]([CH3:15])([CH3:14])[CH3:13])=[O:10])=[O:10])([CH3:15])[CH3:14].[CH2:16]([NH:23][C:24]1([CH2:28][CH2:29][NH2:30])[CH2:27][CH2:26][CH2:25]1)[C:17]1[CH:22]=[CH:21][CH:20]=[CH:19][CH:18]=1.